Dataset: Catalyst prediction with 721,799 reactions and 888 catalyst types from USPTO. Task: Predict which catalyst facilitates the given reaction. (1) Reactant: [Cl-].C[N:3]([CH3:14])[CH:4]=[C:5]([C:10]([F:13])([F:12])[F:11])[CH:6]=[N+:7](C)C.Cl.[CH2:16]([N:23]1[CH2:28][CH2:27][N:26](C(N)=N)[CH2:25][CH2:24]1)[C:17]1[CH:22]=[CH:21][CH:20]=[CH:19][CH:18]=1.C(N(CC)CC)C. Product: [CH2:16]([N:23]1[CH2:28][CH2:27][N:26]([C:14]2[N:3]=[CH:4][C:5]([C:10]([F:11])([F:12])[F:13])=[CH:6][N:7]=2)[CH2:25][CH2:24]1)[C:17]1[CH:18]=[CH:19][CH:20]=[CH:21][CH:22]=1. The catalyst class is: 10. (2) Reactant: [ClH:1].[CH3:2][O:3][C:4](=[O:17])[CH:5]([C@@H:7]1[C:15]2[C:10](=[CH:11][CH:12]=[CH:13][CH:14]=2)[CH2:9][C@H:8]1[NH2:16])[CH3:6].CC[N:20]([CH:24]([CH3:26])[CH3:25])[CH:21]([CH3:23])[CH3:22].C1C=CC2N([OH:36])N=NC=2C=1.CCN=C=N[CH2:42][CH2:43][CH2:44]N(C)C. Product: [CH3:2][O:3][C:4](=[O:17])[CH:5]([C@@H:7]1[C:15]2[C:10](=[CH:11][CH:12]=[CH:13][CH:14]=2)[CH2:9][C@H:8]1[NH:16][C:26]([C:24]1[NH:20][C:21]2[C:22]([CH:25]=1)=[CH:44][C:43]([Cl:1])=[CH:42][CH:23]=2)=[O:36])[CH3:6]. The catalyst class is: 2. (3) Product: [C:25]([S:50][CH:35]([CH2:47][CH2:48][CH3:49])[CH2:36][CH2:37][N:38]([CH3:46])[C:39](=[O:45])[O:40][C:41]([CH3:44])([CH3:43])[CH3:42])(=[O:24])[CH3:27]. Reactant: C1(P(C2C=CC=CC=2)C2C=CC=CC=2)C=CC=CC=1.N(C(OC(C)C)=O)=NC([O:24][CH:25]([CH3:27])C)=O.O[CH:35]([CH2:47][CH2:48][CH3:49])[CH2:36][CH2:37][N:38]([CH3:46])[C:39](=[O:45])[O:40][C:41]([CH3:44])([CH3:43])[CH3:42].[S:50]1C=CC=C1CC(O)=O. The catalyst class is: 7. (4) Reactant: [F:1][C:2]([F:32])([F:31])[O:3][C:4]1[CH:5]=[C:6]([CH:28]=[CH:29][CH:30]=1)[O:7][C:8]1[C:9]([C:23](OCC)=[O:24])=[N:10][N:11]([C:13]2[CH:18]=[CH:17][C:16]([C:19]([F:22])([F:21])[F:20])=[CH:15][CH:14]=2)[N:12]=1.[H-].[Al+3].[Li+].[H-].[H-].[H-]. Product: [F:32][C:2]([F:1])([F:31])[O:3][C:4]1[CH:5]=[C:6]([CH:28]=[CH:29][CH:30]=1)[O:7][C:8]1[C:9]([CH2:23][OH:24])=[N:10][N:11]([C:13]2[CH:18]=[CH:17][C:16]([C:19]([F:21])([F:22])[F:20])=[CH:15][CH:14]=2)[N:12]=1. The catalyst class is: 7. (5) Reactant: [NH2:1][C:2]1[CH:3]=[C:4]2[C:9](=[CH:10][CH:11]=1)[N:8]=[CH:7][C:6]([C:12]#[N:13])=[C:5]2[NH:14][C:15]1[CH:20]=[CH:19][C:18]([F:21])=[C:17]([Cl:22])[CH:16]=1.[S:23]1[CH:27]=[CH:26][N:25]=[C:24]1[CH:28]=O.[BH3-]C#N.[Na+]. Product: [Cl:22][C:17]1[CH:16]=[C:15]([NH:14][C:5]2[C:4]3[C:9](=[CH:10][CH:11]=[C:2]([NH:1][CH2:28][C:24]4[S:23][CH:27]=[CH:26][N:25]=4)[CH:3]=3)[N:8]=[CH:7][C:6]=2[C:12]#[N:13])[CH:20]=[CH:19][C:18]=1[F:21]. The catalyst class is: 169.